From a dataset of Drug-target binding data from BindingDB using Ki measurements. Regression. Given a target protein amino acid sequence and a drug SMILES string, predict the binding affinity score between them. We predict pKi (pKi = -log10(Ki in M); higher means stronger inhibition). Dataset: bindingdb_ki. (1) The compound is N[C@@H](CCS(=O)O)C(=O)O. The target protein (P35349) has sequence MGRLPVLLLWLAWWLSQAGIACGAGSVRLAGGLTLGGLFPVHARGAAGRACGALKKEQGVHRLEAMLYALDRVNADPELLPGVRLGARLLDTCSRDTYALEQALSFVQALIRGRGDGDEASVRCPGGVPPLRSAPPERVVAVVGASASSVSIMVANVLRLFAIPQISYASTAPELSDSTRYDFFSRVVPPDSYQAQAMVDIVRALGWNYVSTLASEGNYGESGVEAFVQISREAGGVCIAQSIKIPREPKPGEFHKVIRRLMETPNARGIIIFANEDDIRRVLEATRQANLTGHFLWVGSDSWGSKISPILNLEEEAVGAITILPKRASIDGFDQYFMTRSLENNRRNIWFAEFWEENFNCKLTSSGGQSDDSTRKCTGEERIGQDSAYEQEGKVQFVIDAVYAIAHALHSMHQALCPGHTGLCPAMEPTDGRTLLHYIRAVRFNGSAGTPVMFNENGDAPGRYDIFQYQATNGSASSGGYQAVGQWAEALRLDMEVLRW.... The pKi is 5.2. (2) The drug is C/C(=C\C(=O)O)c1cc2c(-c3cc(C(C)(C)C)cc(C(C)(C)C)c3C)cccc2s1. The target protein (P48443) has sequence MYGNYSHFMKFPAGYGGSPGHTGSTSMSPSAALSTGKPMDSHPSYTDTPVSAPRTLSAVGTPLNALGSPYRVITSAMGPPSGALAAPPGINLVAPPSSQLNVVNSVSSSEDIKPLPGLPGIGNMNYPSTSPGSLVKHICAICGDRSSGKHYGVYSCEGCKGFFKRTIRKDLIYTCRDNKDCLIDKRQRNRCQYCRYQKCLVMGMKREAVQEERQRSRERAESEAECATSGHEDMPVERILEAELAVEPKTESYGDMNMENSTNDPVTNICHAADKQLFTLVEWAKRIPHFSDLTLEDQVILLRAGWNELLIASFSHRSVSVQDGILLATGLHVHRSSAHSAGVGSIFDRVLTELVSKMKDMQMDKSELGCLRAIVLFNPDAKGLSNPSEVETLREKVYATLEAYTKQKYPEQPGRFAKLLLRLPALRSIGLKCLEHLFFFKLIGDTPIDTFLMEMLETPLQIT. The pKi is 7.3.